From a dataset of Catalyst prediction with 721,799 reactions and 888 catalyst types from USPTO. Predict which catalyst facilitates the given reaction. (1) Reactant: [CH2:1]([O:3][C:4]([C:6]1([CH2:20][CH2:21][O:22][CH3:23])[CH2:11][CH2:10][N:9]([CH2:12][C:13]2[CH:18]=[CH:17][CH:16]=[CH:15][CH:14]=2)[CH2:8][C:7]1=[O:19])=[O:5])[CH3:2].[BH4-].[Na+]. Product: [CH2:1]([O:3][C:4]([C:6]1([CH2:20][CH2:21][O:22][CH3:23])[CH2:11][CH2:10][N:9]([CH2:12][C:13]2[CH:18]=[CH:17][CH:16]=[CH:15][CH:14]=2)[CH2:8][CH:7]1[OH:19])=[O:5])[CH3:2]. The catalyst class is: 5. (2) Reactant: [CH3:1][O:2][C:3]([C:5]1[S:6][C:7]([S:21][CH3:22])=[C:8]([S:10]([C:13]2[CH:14]=[N:15][C:16](Cl)=[C:17]([Br:19])[CH:18]=2)(=[O:12])=[O:11])[CH:9]=1)=[O:4].[CH2:23]1[CH2:27][O:26][CH2:25][CH2:24]1.[CH3:28][N:29](C=O)C. Product: [CH3:1][O:2][C:3]([C:5]1[S:6][C:7]([S:21][CH3:22])=[C:8]([S:10]([C:13]2[CH:14]=[N:15][C:16]([NH:29][CH2:28][CH:25]3[CH2:24][CH2:23][CH2:27][O:26]3)=[C:17]([Br:19])[CH:18]=2)(=[O:12])=[O:11])[CH:9]=1)=[O:4]. The catalyst class is: 25. (3) The catalyst class is: 12. Reactant: Br[C:2]1[CH:7]=[CH:6][C:5]([N:8]2[C:12]([CH2:13][C@@H:14]3[CH2:18][CH2:17][N:16]([C:19]([CH:21]4[CH2:23][CH2:22]4)=[O:20])[CH2:15]3)=[N:11][NH:10][C:9]2=[O:24])=[C:4]([F:25])[CH:3]=1.[C:26]([C:29]1[CH:34]=[CH:33][C:32](B(O)O)=[CH:31][CH:30]=1)(=[O:28])[CH3:27].C(=O)([O-])[O-].[K+].[K+]. Product: [C:26]([C:29]1[CH:34]=[CH:33][C:32]([C:2]2[CH:7]=[CH:6][C:5]([N:8]3[C:12]([CH2:13][C@@H:14]4[CH2:18][CH2:17][N:16]([C:19]([CH:21]5[CH2:23][CH2:22]5)=[O:20])[CH2:15]4)=[N:11][NH:10][C:9]3=[O:24])=[C:4]([F:25])[CH:3]=2)=[CH:31][CH:30]=1)(=[O:28])[CH3:27]. (4) Reactant: [CH3:1][O:2][C:3]1[CH:4]=[C:5]2[C:10](=[CH:11][C:12]=1[O:13][CH3:14])[N:9]=[CH:8][N:7]=[C:6]2[O:15][C:16]1[CH:17]=[C:18]([CH:20]=[CH:21][CH:22]=1)[NH2:19].[C:23]([C:27]1[CH:31]=[C:30]([NH:32][C:33](=O)[O-:34])[N:29]([C:36]2[CH:41]=[CH:40][N:39]=[C:38]([CH3:42])[CH:37]=2)[N:28]=1)([CH3:26])([CH3:25])[CH3:24]. Product: [C:23]([C:27]1[CH:31]=[C:30]([NH:32][C:33]([NH:19][C:18]2[CH:20]=[CH:21][CH:22]=[C:16]([O:15][C:6]3[C:5]4[C:10](=[CH:11][C:12]([O:13][CH3:14])=[C:3]([O:2][CH3:1])[CH:4]=4)[N:9]=[CH:8][N:7]=3)[CH:17]=2)=[O:34])[N:29]([C:36]2[CH:41]=[CH:40][N:39]=[C:38]([CH3:42])[CH:37]=2)[N:28]=1)([CH3:26])([CH3:25])[CH3:24]. The catalyst class is: 230. (5) Reactant: C(Cl)CCl.C1C=CC2N(O)N=NC=2C=1.[O:15]=[C:16]1[N:20]([C:21]2[CH:26]=[CH:25][CH:24]=[CH:23][CH:22]=2)[N:19]=[C:18]([C:27]([OH:29])=O)[NH:17]1.[CH3:30][C:31]1[O:35][C:34](=[O:36])[O:33][C:32]=1[CH2:37][O:38][C:39](=[O:60])[C@H:40]([OH:59])[CH2:41][N:42]([CH2:44][C:45]1[CH:50]=[CH:49][C:48]([C:51]2[CH:56]=[C:55]([Cl:57])[CH:54]=[CH:53][C:52]=2[F:58])=[CH:47][CH:46]=1)[NH2:43].CCN(C(C)C)C(C)C. Product: [CH3:30][C:31]1[O:35][C:34](=[O:36])[O:33][C:32]=1[CH2:37][O:38][C:39](=[O:60])[C@H:40]([OH:59])[CH2:41][N:42]([CH2:44][C:45]1[CH:46]=[CH:47][C:48]([C:51]2[CH:56]=[C:55]([Cl:57])[CH:54]=[CH:53][C:52]=2[F:58])=[CH:49][CH:50]=1)[NH:43][C:27]([C:18]1[NH:17][C:16](=[O:15])[N:20]([C:21]2[CH:22]=[CH:23][CH:24]=[CH:25][CH:26]=2)[N:19]=1)=[O:29]. The catalyst class is: 3. (6) Reactant: C([N:8]1[CH2:12][C@@H:11]([CH2:13][NH:14][CH:15]([CH3:17])[CH3:16])[C@@H:10]([CH2:18][N:19]([CH:36]([CH3:38])[CH3:37])[C:20](=[O:35])[C:21]2[CH:26]=[CH:25][C:24]([O:27][CH3:28])=[C:23]([O:29][CH2:30][CH2:31][CH2:32][O:33][CH3:34])[CH:22]=2)[CH2:9]1)C1C=CC=CC=1.[CH3:39][O:40][CH2:41][CH2:42][CH2:43][O:44][C:45]1[CH:46]=[C:47]([CH:51]=[CH:52][C:53]=1[O:54][CH3:55])[C:48](O)=[O:49].CC#N.O.CC#N. Product: [CH:36]([N:19]([CH2:18][C@@H:10]1[C@H:11]([CH2:13][N:14]([CH:15]([CH3:17])[CH3:16])[C:48](=[O:49])[C:47]2[CH:51]=[CH:52][C:53]([O:54][CH3:55])=[C:45]([O:44][CH2:43][CH2:42][CH2:41][O:40][CH3:39])[CH:46]=2)[CH2:12][NH:8][CH2:9]1)[C:20](=[O:35])[C:21]1[CH:26]=[CH:25][C:24]([O:27][CH3:28])=[C:23]([O:29][CH2:30][CH2:31][CH2:32][O:33][CH3:34])[CH:22]=1)([CH3:38])[CH3:37]. The catalyst class is: 6. (7) Product: [Cl:26][C:22]1[CH:21]=[C:20]([S:17]([N:14]2[CH2:13][CH2:12][C:11]([NH:10][C:7]([CH:1]3[CH2:6][CH2:5][CH2:4][CH2:3][CH2:2]3)=[O:8])([C:27]#[N:28])[CH2:16][CH2:15]2)(=[O:18])=[O:19])[CH:25]=[CH:24][CH:23]=1. The catalyst class is: 22. Reactant: [CH:1]1([C:7](Cl)=[O:8])[CH2:6][CH2:5][CH2:4][CH2:3][CH2:2]1.[NH2:10][C:11]1([C:27]#[N:28])[CH2:16][CH2:15][N:14]([S:17]([C:20]2[CH:25]=[CH:24][CH:23]=[C:22]([Cl:26])[CH:21]=2)(=[O:19])=[O:18])[CH2:13][CH2:12]1.C(=O)([O-])[O-].[Na+].[Na+]. (8) The catalyst class is: 1. Product: [Br:1][C:2]1[CH:3]=[CH:4][C:5]([CH2:6][CH:7]2[C:14]3[CH:13]=[C:12]([C:15]([OH:17])=[O:16])[NH:11][C:10]=3[CH2:9][CH2:8]2)=[CH:19][CH:20]=1. Reactant: [Br:1][C:2]1[CH:20]=[CH:19][C:5]([CH2:6][CH:7]2[C:14]3[CH:13]=[C:12]([C:15]([O:17]C)=[O:16])[NH:11][C:10]=3[CH2:9][CH2:8]2)=[CH:4][CH:3]=1.[OH-].[Li+].CO. (9) Reactant: Cl.[NH2:2][C@:3]([CH3:26])([CH2:6][CH2:7][C:8]1[N:9]([CH3:25])[C:10]([C:13](=[O:24])[CH2:14][CH2:15][CH2:16][CH2:17][C:18]2[CH:23]=[CH:22][CH:21]=[CH:20][CH:19]=2)=[CH:11][CH:12]=1)[CH2:4][OH:5].[OH-].[Na+]. Product: [NH2:2][C@:3]([CH3:26])([CH2:6][CH2:7][C:8]1[N:9]([CH3:25])[C:10]([C:13](=[O:24])[CH2:14][CH2:15][CH2:16][CH2:17][C:18]2[CH:23]=[CH:22][CH:21]=[CH:20][CH:19]=2)=[CH:11][CH:12]=1)[CH2:4][OH:5]. The catalyst class is: 4. (10) Reactant: [Na].[NH:2]1[CH:6]=[N:5][CH:4]=[N:3]1.Br[CH2:8][C:9]1[CH:16]=[CH:15][C:12]([C:13]#[N:14])=[CH:11][CH:10]=1.O. Product: [N:2]1([CH2:8][C:9]2[CH:16]=[CH:15][C:12]([C:13]#[N:14])=[CH:11][CH:10]=2)[CH:6]=[N:5][CH:4]=[N:3]1. The catalyst class is: 9.